Task: Predict which catalyst facilitates the given reaction.. Dataset: Catalyst prediction with 721,799 reactions and 888 catalyst types from USPTO (1) Reactant: [CH3:1][C:2]([S:7]([C:10]1[CH:15]=[CH:14][CH:13]=[C:12]([C:16]([F:19])([F:18])[F:17])[CH:11]=1)(=[O:9])=[O:8])([CH3:6])[CH2:3][CH2:4][OH:5].[CH3:20][S:21](Cl)(=[O:23])=[O:22]. Product: [CH3:20][S:21]([O:5][CH2:4][CH2:3][C:2]([CH3:1])([S:7]([C:10]1[CH:15]=[CH:14][CH:13]=[C:12]([C:16]([F:18])([F:19])[F:17])[CH:11]=1)(=[O:9])=[O:8])[CH3:6])(=[O:23])=[O:22]. The catalyst class is: 1. (2) Reactant: [Cl:1][C:2]1[N:7]=[C:6]([CH3:8])[C:5]([C:9]([N:11]2[CH2:16][CH2:15][N:14]([S:17]([C:20]3[CH:27]=[CH:26][C:23]([C:24]#[N:25])=[CH:22][C:21]=3[CH3:28])(=[O:19])=[O:18])[CH2:13][C@@H:12]2[CH3:29])=[O:10])=[CH:4][CH:3]=1.[NH:30]1[CH2:35][CH2:34][O:33][CH2:32][CH2:31]1. Product: [ClH:1].[CH3:28][C:21]1[CH:22]=[C:23]([CH:26]=[CH:27][C:20]=1[S:17]([N:14]1[CH2:15][CH2:16][N:11]([C:9]([C:5]2[C:6]([CH3:8])=[N:7][C:2]([N:30]3[CH2:35][CH2:34][O:33][CH2:32][CH2:31]3)=[CH:3][CH:4]=2)=[O:10])[C@@H:12]([CH3:29])[CH2:13]1)(=[O:19])=[O:18])[C:24]#[N:25]. The catalyst class is: 32. (3) Reactant: [C:1]([O:5][C:6]([N:8]1[CH2:13][CH2:12][CH:11]([C:14](=[O:23])[NH:15][C:16]2[CH:21]=[CH:20][CH:19]=[CH:18][C:17]=2[Br:22])[CH2:10][CH2:9]1)=[O:7])([CH3:4])([CH3:3])[CH3:2].[H-].[Na+].Br[CH2:27][CH2:28][O:29][CH:30]1[CH2:35][CH2:34][CH2:33][CH2:32][O:31]1. Product: [C:1]([O:5][C:6]([N:8]1[CH2:13][CH2:12][CH:11]([C:14](=[O:23])[N:15]([C:16]2[CH:21]=[CH:20][CH:19]=[CH:18][C:17]=2[Br:22])[CH2:27][CH2:28][O:29][CH:30]2[CH2:35][CH2:34][CH2:33][CH2:32][O:31]2)[CH2:10][CH2:9]1)=[O:7])([CH3:4])([CH3:2])[CH3:3]. The catalyst class is: 9.